From a dataset of Reaction yield outcomes from USPTO patents with 853,638 reactions. Predict the reaction yield, written as a fraction of the theoretical maximum amount of product (1.0 means a 100% yield; for example, 0.34 means a 34% yield). The reactants are [CH2:1]([C:3]([C:13]1[CH:18]=[CH:17][C:16](/[CH:19]=[CH:20]/[C:21](=[O:24])[CH2:22][CH3:23])=[C:15]([CH3:25])[CH:14]=1)([C:6]1[CH:11]=[CH:10][C:9]([OH:12])=[CH:8][CH:7]=1)[CH2:4][CH3:5])[CH3:2].[NH4+].[Cl-].[CH2:28]1COC[CH2:29]1. The catalyst is C([Li])C. The product is [CH2:1]([C:3]([C:6]1[CH:11]=[CH:10][C:9]([OH:12])=[CH:8][CH:7]=1)([C:13]1[CH:18]=[CH:17][C:16](/[CH:19]=[CH:20]/[C:21]([CH2:28][CH3:29])([OH:24])[CH2:22][CH3:23])=[C:15]([CH3:25])[CH:14]=1)[CH2:4][CH3:5])[CH3:2]. The yield is 0.380.